Dataset: Catalyst prediction with 721,799 reactions and 888 catalyst types from USPTO. Task: Predict which catalyst facilitates the given reaction. (1) Reactant: C([O:8][CH2:9][CH2:10][P:11](=[O:32])([CH2:22][CH2:23][O:24]CC1C=CC=CC=1)[CH2:12][CH2:13][O:14]CC1C=CC=CC=1)C1C=CC=CC=1. Product: [OH:8][CH2:9][CH2:10][P:11](=[O:32])([CH2:22][CH2:23][OH:24])[CH2:12][CH2:13][OH:14]. The catalyst class is: 123. (2) The catalyst class is: 6. Product: [NH2:15][C:16]1[N:17]=[C:18]([C:42]2[CH:47]=[CH:46][C:45]([F:48])=[CH:44][CH:43]=2)[C:19]2[C:28](=[O:29])[C:27]3[C:22](=[C:23]([C:30]4[CH:35]=[CH:34][C:33]([N:36]5[CH2:37][CH2:38][N:39]([CH2:4][CH2:3][C:2]([F:7])([F:6])[F:1])[CH2:40][CH2:41]5)=[CH:32][CH:31]=4)[CH:24]=[CH:25][CH:26]=3)[C:20]=2[N:21]=1. Reactant: [F:1][C:2]([F:7])([F:6])[CH2:3][CH2:4]I.CN1C(=O)CCC1.[NH2:15][C:16]1[N:17]=[C:18]([C:42]2[CH:47]=[CH:46][C:45]([F:48])=[CH:44][CH:43]=2)[C:19]2[C:28](=[O:29])[C:27]3[C:22](=[C:23]([C:30]4[CH:35]=[CH:34][C:33]([N:36]5[CH2:41][CH2:40][NH:39][CH2:38][CH2:37]5)=[CH:32][CH:31]=4)[CH:24]=[CH:25][CH:26]=3)[C:20]=2[N:21]=1.CCN(C(C)C)C(C)C. (3) The catalyst class is: 4. Product: [Cl:1][C:2]1[C:3]2[CH:10]=[C:9]([C:11]3[CH2:12][CH2:13][N:14]([C:37]([N:36]([CH3:40])[CH3:35])=[O:38])[CH2:15][CH:16]=3)[N:8]([S:17]([C:20]3[CH:25]=[CH:24][CH:23]=[CH:22][CH:21]=3)(=[O:18])=[O:19])[C:4]=2[N:5]=[CH:6][N:7]=1. Reactant: [Cl:1][C:2]1[C:3]2[CH:10]=[C:9]([C:11]3[CH2:12][CH2:13][NH:14][CH2:15][CH:16]=3)[N:8]([S:17]([C:20]3[CH:25]=[CH:24][CH:23]=[CH:22][CH:21]=3)(=[O:19])=[O:18])[C:4]=2[N:5]=[CH:6][N:7]=1.C(N(C(C)C)CC)(C)C.[CH3:35][N:36]([CH3:40])[C:37](Cl)=[O:38]. (4) Reactant: [CH2:1](O)[CH:2]=[CH2:3].S(=O)(=O)(O)O.[OH:10][C:11]1[CH:16]=[CH:15][C:14]([C:17]2[CH:22]=[CH:21][C:20]([C:23]([OH:25])=[O:24])=[CH:19][CH:18]=2)=[CH:13][CH:12]=1.O. Product: [OH:10][C:11]1[CH:12]=[CH:13][C:14]([C:17]2[CH:22]=[CH:21][C:20]([C:23]([O:25][CH2:3][CH:2]=[CH2:1])=[O:24])=[CH:19][CH:18]=2)=[CH:15][CH:16]=1. The catalyst class is: 48. (5) Reactant: Br[C:2]1[C:10]2[C:5](=[CH:6][CH:7]=[C:8]([C:11]3[N:15]=[CH:14][N:13](C(C4C=CC=CC=4)(C4C=CC=CC=4)C4C=CC=CC=4)[N:12]=3)[CH:9]=2)[N:4](C2CCCCO2)[N:3]=1.[F:41][C:42]([F:53])([F:52])[C:43]1[CH:48]=[CH:47][C:46](B(O)O)=[CH:45][CH:44]=1.COCCOC.P([O-])([O-])([O-])=O.[K+].[K+].[K+]. Product: [F:41][C:42]([F:53])([F:52])[C:43]1[CH:48]=[CH:47][C:46]([C:2]2[C:10]3[C:5](=[CH:6][CH:7]=[C:8]([C:11]4[NH:12][N:13]=[CH:14][N:15]=4)[CH:9]=3)[NH:4][N:3]=2)=[CH:45][CH:44]=1. The catalyst class is: 2. (6) Reactant: [CH3:1][O:2][C:3]1[CH:8]=[CH:7][C:6]([CH2:9][C:10](=[O:12])[CH3:11])=[CH:5][CH:4]=1.[Cl:13][S:14](O)(=[O:16])=[O:15]. Product: [Cl:13][S:14]([C:4]1[CH:5]=[C:6]([CH2:9][C:10](=[O:12])[CH3:11])[CH:7]=[CH:8][C:3]=1[O:2][CH3:1])(=[O:16])=[O:15]. The catalyst class is: 6.